Dataset: Forward reaction prediction with 1.9M reactions from USPTO patents (1976-2016). Task: Predict the product of the given reaction. (1) Given the reactants [OH-].[Na+].CO.[CH:5]1([C:8]2[CH:13]=[C:12]([CH2:14][N:15]3[CH2:20][CH2:19][CH:18]([N:21]4[CH2:30][CH2:29][C:28]5[N:27]=[C:26]([CH2:31][CH2:32][CH3:33])[C:25]([C:34]([O:36]C)=[O:35])=[CH:24][C:23]=5[C:22]4=[O:38])[CH2:17][CH2:16]3)[CH:11]=[C:10]([O:39][CH2:40][CH3:41])[C:9]=2[C:42]2[CH:47]=[CH:46][C:45]([F:48])=[C:44]([F:49])[CH:43]=2)[CH2:7][CH2:6]1.Cl, predict the reaction product. The product is: [CH:5]1([C:8]2[CH:13]=[C:12]([CH2:14][N:15]3[CH2:20][CH2:19][CH:18]([N:21]4[CH2:30][CH2:29][C:28]5[N:27]=[C:26]([CH2:31][CH2:32][CH3:33])[C:25]([C:34]([OH:36])=[O:35])=[CH:24][C:23]=5[C:22]4=[O:38])[CH2:17][CH2:16]3)[CH:11]=[C:10]([O:39][CH2:40][CH3:41])[C:9]=2[C:42]2[CH:47]=[CH:46][C:45]([F:48])=[C:44]([F:49])[CH:43]=2)[CH2:6][CH2:7]1. (2) Given the reactants [CH:1]1([CH:4]([C:6]2[CH:11]=[CH:10][C:9]([F:12])=[CH:8][CH:7]=2)O)[CH2:3][CH2:2]1.FC(F)(F)C(O)=O.[CH3:20][S:21][CH2:22][C:23]1[CH:24]=[CH:25][CH:26]=[C:27]2[C:31]=1[NH:30][CH:29]=[CH:28]2, predict the reaction product. The product is: [CH:1]1([CH:4]([C:6]2[CH:11]=[CH:10][C:9]([F:12])=[CH:8][CH:7]=2)[C:28]2[C:27]3[C:31](=[C:23]([CH2:22][S:21][CH3:20])[CH:24]=[CH:25][CH:26]=3)[NH:30][CH:29]=2)[CH2:3][CH2:2]1. (3) Given the reactants [CH3:1][N:2]1[C:11](=[O:12])[C:10]2[N:9]([CH2:13][CH:14]([OH:17])[CH2:15][CH3:16])[C:8]([Cl:18])=[N:7][C:6]=2[N:5]([CH3:19])[C:3]1=[O:4].[CH3:20][S:21](Cl)(=[O:23])=[O:22].C(N(CC)CC)C, predict the reaction product. The product is: [CH3:1][N:2]1[C:11](=[O:12])[C:10]2[N:9]([CH2:13][CH:14]([O:17][S:21]([CH3:20])(=[O:23])=[O:22])[CH2:15][CH3:16])[C:8]([Cl:18])=[N:7][C:6]=2[N:5]([CH3:19])[C:3]1=[O:4]. (4) Given the reactants [CH3:1][C:2]1[CH:7]=[CH:6][C:5]([S:8]([N:11]2[C:19]3[C:14](=[CH:15][CH:16]=[CH:17][CH:18]=3)[C:13](B(O)O)=[CH:12]2)(=[O:10])=[O:9])=[CH:4][CH:3]=1.[C:23]([NH:27][C:28]1[CH:33]=[C:32](Cl)[N:31]=[C:30]([NH2:35])[N:29]=1)([CH3:26])([CH3:25])[CH3:24], predict the reaction product. The product is: [C:23]([NH:27][C:28]1[CH:33]=[C:32]([C:13]2[C:14]3[C:19](=[CH:18][CH:17]=[CH:16][CH:15]=3)[N:11]([S:8]([C:5]3[CH:6]=[CH:7][C:2]([CH3:1])=[CH:3][CH:4]=3)(=[O:10])=[O:9])[CH:12]=2)[N:31]=[C:30]([NH2:35])[N:29]=1)([CH3:26])([CH3:24])[CH3:25].